The task is: Predict the product of the given reaction.. This data is from Forward reaction prediction with 1.9M reactions from USPTO patents (1976-2016). (1) Given the reactants Br[C:2]1[N:11]=[C:10]([C:12]([NH:14][CH2:15][C:16]2[CH:21]=[CH:20][C:19]([F:22])=[CH:18][CH:17]=2)=[O:13])[C:9]([OH:23])=[C:8]2[C:3]=1[CH:4]=[CH:5][CH:6]=[N:7]2.C(C([Sn])=C(CC[CH2:36][CH3:37])CCCC)CCC.[NH:39]1[CH2:44][CH2:43][NH:42][CH2:41][C:40]1=[O:45], predict the reaction product. The product is: [F:22][C:19]1[CH:20]=[CH:21][C:16]([CH2:15][NH:14][C:12]([C:10]2[C:9]([OH:23])=[C:8]3[C:3]([CH:4]=[CH:5][CH:6]=[N:7]3)=[C:2]([CH2:44][CH2:43][N:42]3[CH2:37][CH2:36][NH:39][C:40](=[O:45])[CH2:41]3)[N:11]=2)=[O:13])=[CH:17][CH:18]=1. (2) The product is: [Cl:1][C:2]1[CH:7]=[C:6]([O:8][CH3:9])[N:5]=[C:4]([NH:10][C@@H:15]2[CH2:14][CH2:13][CH2:12][N:37]([C:41]([O:43][C:44]([CH3:47])([CH3:46])[CH3:45])=[O:42])[CH2:36]2)[N:3]=1. Given the reactants [Cl:1][C:2]1[CH:7]=[C:6]([O:8][CH3:9])[N:5]=[C:4]([N:10]2[CH2:15][CH2:14][CH:13](NC(=O)OC(C)(C)C)[CH2:12]C2)[N:3]=1.ClC1N=C(Cl)C=C(OC)N=1.N[C@@H]1CCC[N:37]([C:41]([O:43][C:44]([CH3:47])([CH3:46])[CH3:45])=[O:42])[CH2:36]1, predict the reaction product.